From a dataset of Forward reaction prediction with 1.9M reactions from USPTO patents (1976-2016). Predict the product of the given reaction. (1) The product is: [CH:1]1([CH2:4][O:5][C:6]2[CH:7]=[CH:8][C:9]3[C:13]([CH:14]=2)=[N:12][N:11]([C@H:15]2[CH2:20][CH2:19][C@H:18]([CH2:21][CH2:22][C:23](=[O:25])[CH3:24])[CH2:17][CH2:16]2)[CH:10]=3)[CH2:3][CH2:2]1. Given the reactants [CH:1]1([CH2:4][O:5][C:6]2[CH:7]=[CH:8][C:9]3[C:13]([CH:14]=2)=[N:12][N:11]([C@H:15]2[CH2:20][CH2:19][C@H:18](/[CH:21]=[CH:22]/[C:23](=[O:25])[CH3:24])[CH2:17][CH2:16]2)[CH:10]=3)[CH2:3][CH2:2]1, predict the reaction product. (2) Given the reactants CN([P+](ON1N=NC2C=CC=CC1=2)(N(C)C)N(C)C)C.F[P-](F)(F)(F)(F)F.C(N(CC)CC)C.[NH2:35][C:36]1[N:44]=[CH:43][CH:42]=[CH:41][C:37]=1[C:38]([OH:40])=O.[CH3:45][O:46][C:47]1[CH:48]=[C:49]([CH:52]=[CH:53][CH:54]=1)[CH2:50][NH2:51], predict the reaction product. The product is: [CH3:45][O:46][C:47]1[CH:48]=[C:49]([CH2:50][NH:51][C:38](=[O:40])[C:37]2[CH:41]=[CH:42][CH:43]=[N:44][C:36]=2[NH2:35])[CH:52]=[CH:53][CH:54]=1. (3) Given the reactants C(OP([CH2:9][C:10]#[N:11])(=O)OCC)C.[Br:12][C:13]1[CH:14]=[C:15]([CH:18]=O)[S:16][CH:17]=1.[NH4+].[Cl-], predict the reaction product. The product is: [Br:12][C:13]1[CH:14]=[C:15]([CH:18]=[CH:9][C:10]#[N:11])[S:16][CH:17]=1. (4) Given the reactants [Cl:1][CH2:2][C:3]1[CH:12]=[CH:11][C:6]([C:7]([NH:9][CH3:10])=O)=[CH:5][CH:4]=1.S(Cl)(Cl)=O.[N-:17]=[N+:18]=[N-:19].[Na+].Cl[Si](C)(C)C, predict the reaction product. The product is: [CH3:10][N:9]1[C:7]([C:6]2[CH:11]=[CH:12][C:3]([CH2:2][Cl:1])=[CH:4][CH:5]=2)=[N:19][N:18]=[N:17]1. (5) Given the reactants [CH2:1]([O:5][CH2:6][CH:7]=[CH2:8])[CH:2]1[O:4][CH2:3]1.[CH2:9]1[CH:13]2C3[CH:11]=[CH:10][CH:9](C2[CH:11]=[CH:10]1)[CH2:13]3, predict the reaction product. The product is: [CH2:1]([O:5][C:6]12[CH2:13][CH:9]([CH2:10][CH2:11]1)[CH:8]=[CH:7]2)[CH:2]1[O:4][CH2:3]1.